This data is from Reaction yield outcomes from USPTO patents with 853,638 reactions. The task is: Predict the reaction yield, written as a fraction of the theoretical maximum amount of product (1.0 means a 100% yield; for example, 0.34 means a 34% yield). (1) The reactants are [N+]([C:4]1[CH:9]=[CH:8][N+:7]([O-:10])=[CH:6][CH:5]=1)([O-])=O.[F:11][C:12]([F:22])([F:21])[O:13][C:14]1[CH:19]=[CH:18][C:17]([OH:20])=[CH:16][CH:15]=1.C([O-])([O-])=O.[K+].[K+].CN(C=O)C. The catalyst is C(OCC)(=O)C.CCCCCC.O. The product is [F:11][C:12]([F:21])([F:22])[O:13][C:14]1[CH:19]=[CH:18][C:17]([O:20][C:4]2[CH:9]=[CH:8][N+:7]([O-:10])=[CH:6][CH:5]=2)=[CH:16][CH:15]=1. The yield is 0.857. (2) The reactants are [NH2:1][C:2]1[CH:9]=[C:8]([N:10]2[CH2:15][CH2:14][O:13][CH2:12][CH2:11]2)[CH:7]=[CH:6][C:3]=1[C:4]#[N:5].P12(SP3(SP(SP(S3)(S1)=S)(=S)S2)=S)=S.[CH2:30](N)[CH2:31][NH2:32]. No catalyst specified. The product is [NH:5]1[CH2:30][CH2:31][N:32]=[C:4]1[C:3]1[CH:6]=[CH:7][C:8]([N:10]2[CH2:11][CH2:12][O:13][CH2:14][CH2:15]2)=[CH:9][C:2]=1[NH2:1]. The yield is 0.835.